The task is: Predict the reactants needed to synthesize the given product.. This data is from Full USPTO retrosynthesis dataset with 1.9M reactions from patents (1976-2016). The reactants are: [C:1]([C:3]1[CH:11]=[CH:10][C:6]([C:7]([OH:9])=[O:8])=[CH:5][CH:4]=1)#[CH:2].I[C:13]1[CH:20]=[CH:19][C:16]([CH:17]=[O:18])=[CH:15][CH:14]=1.C(NC(C)C)(C)C. Given the product [CH:17]([C:16]1[CH:19]=[CH:20][C:13]([C:2]#[C:1][C:3]2[CH:11]=[CH:10][C:6]([C:7]([OH:9])=[O:8])=[CH:5][CH:4]=2)=[CH:14][CH:15]=1)=[O:18], predict the reactants needed to synthesize it.